Dataset: Forward reaction prediction with 1.9M reactions from USPTO patents (1976-2016). Task: Predict the product of the given reaction. Given the reactants [O:1]=[C:2]1[CH:7]=[CH:6][N:5]([C:8]([O:10][CH3:11])=[O:9])[CH:4]([CH2:12][CH2:13][C:14]2[CH:19]=[CH:18][CH:17]=[CH:16][CH:15]=2)[CH2:3]1, predict the reaction product. The product is: [O:1]=[C:2]1[CH2:7][CH2:6][N:5]([C:8]([O:10][CH3:11])=[O:9])[CH:4]([CH2:12][CH2:13][C:14]2[CH:15]=[CH:16][CH:17]=[CH:18][CH:19]=2)[CH2:3]1.